From a dataset of Reaction yield outcomes from USPTO patents with 853,638 reactions. Predict the reaction yield, written as a fraction of the theoretical maximum amount of product (1.0 means a 100% yield; for example, 0.34 means a 34% yield). (1) The reactants are [CH3:1][C:2]1[O:3][C:4]([C:7]2[CH:8]=[CH:9][C:10]3[O:14][CH:13]=[C:12]([C:15]4[CH:16]=[N:17][NH:18][CH:19]=4)[C:11]=3[CH:20]=2)=[N:5][N:6]=1.Br[CH2:22][C:23]1[CH:30]=[CH:29][CH:28]=[CH:27][C:24]=1[C:25]#[N:26]. No catalyst specified. The product is [CH3:1][C:2]1[O:3][C:4]([C:7]2[CH:8]=[CH:9][C:10]3[O:14][CH:13]=[C:12]([C:15]4[CH:19]=[N:18][N:17]([CH2:22][C:23]5[CH:30]=[CH:29][CH:28]=[CH:27][C:24]=5[C:25]#[N:26])[CH:16]=4)[C:11]=3[CH:20]=2)=[N:5][N:6]=1. The yield is 0.910. (2) The reactants are [C:1]([O:4][CH2:5][CH2:6][CH:7]1[C:11]2[CH:12]=[C:13](Br)[CH:14]=[CH:15][C:10]=2[S:9](=[O:18])(=[O:17])[N:8]1[C:19]([CH3:22])([CH3:21])[CH3:20])(=[O:3])[CH3:2].[F:23][C:24]1[CH:32]=[C:31]2[C:27]([C:28](B3OC(C)(C)C(C)(C)O3)=[CH:29][N:30]2[C:33]([O:35][C:36]([CH3:39])([CH3:38])[CH3:37])=[O:34])=[CH:26][CH:25]=1.[O-]P([O-])([O-])=O.[K+].[K+].[K+]. The catalyst is O1CCOCC1.O. The product is [C:1]([O:4][CH2:5][CH2:6][CH:7]1[C:11]2[CH:12]=[C:13]([C:28]3[C:27]4[C:31](=[CH:32][C:24]([F:23])=[CH:25][CH:26]=4)[N:30]([C:33]([O:35][C:36]([CH3:39])([CH3:38])[CH3:37])=[O:34])[CH:29]=3)[CH:14]=[CH:15][C:10]=2[S:9](=[O:18])(=[O:17])[N:8]1[C:19]([CH3:22])([CH3:21])[CH3:20])(=[O:3])[CH3:2]. The yield is 0.570. (3) The reactants are [NH2:1][C@H:2]([CH2:10][OH:11])[CH2:3][C:4]1[CH:9]=[CH:8][CH:7]=[CH:6][CH:5]=1.C(O)(=O)C.[CH:16](=O)[C:17]1[CH:22]=[CH:21][CH:20]=[CH:19][CH:18]=1.C([BH3-])#N.[Na+]. The catalyst is CO. The product is [CH2:16]([NH:1][C@H:2]([CH2:10][OH:11])[CH2:3][C:4]1[CH:5]=[CH:6][CH:7]=[CH:8][CH:9]=1)[C:17]1[CH:22]=[CH:21][CH:20]=[CH:19][CH:18]=1. The yield is 0.810.